From a dataset of Reaction yield outcomes from USPTO patents with 853,638 reactions. Predict the reaction yield, written as a fraction of the theoretical maximum amount of product (1.0 means a 100% yield; for example, 0.34 means a 34% yield). (1) The reactants are Br[C:2]1[CH:11]=[C:10]2[C:5]([C:6]([CH3:15])([CH3:14])[CH2:7][C:8](=[O:13])[N:9]2[CH3:12])=[CH:4][C:3]=1[CH3:16].[C:17](=[O:20])([O-])[O-].[K+].[K+]. The catalyst is C1(C)C=CC=CC=1.C(O)C.O.C(OCC)(=O)C.C1C=CC([P]([Pd]([P](C2C=CC=CC=2)(C2C=CC=CC=2)C2C=CC=CC=2)([P](C2C=CC=CC=2)(C2C=CC=CC=2)C2C=CC=CC=2)[P](C2C=CC=CC=2)(C2C=CC=CC=2)C2C=CC=CC=2)(C2C=CC=CC=2)C2C=CC=CC=2)=CC=1. The product is [CH3:8][N:9]([CH3:12])[C:10]1[CH:11]=[CH:2][C:3]([CH:17]=[O:20])=[CH:4][C:5]=1[C:2]1[CH:11]=[C:10]2[C:5]([C:6]([CH3:15])([CH3:14])[CH2:7][C:8](=[O:13])[N:9]2[CH3:12])=[CH:4][C:3]=1[CH3:16]. The yield is 0.840. (2) The reactants are [C:1]([O:5][C:6]([N:8]1[CH2:13][CH2:12][N:11]([C:14]2[CH:19]=[CH:18][C:17]([NH2:20])=[C:16]([NH2:21])[CH:15]=2)[CH2:10][CH2:9]1)=[O:7])([CH3:4])([CH3:3])[CH3:2].Br[CH2:23][C:24](=O)[C:25]([O:27][CH2:28][CH3:29])=[O:26]. The catalyst is CN1C(=O)CCC1. The product is [C:1]([O:5][C:6]([N:8]1[CH2:13][CH2:12][N:11]([C:14]2[CH:15]=[C:16]3[C:17](=[CH:18][CH:19]=2)[N:20]=[C:24]([C:25]([O:27][CH2:28][CH3:29])=[O:26])[CH:23]=[N:21]3)[CH2:10][CH2:9]1)=[O:7])([CH3:4])([CH3:2])[CH3:3]. The yield is 0.200. (3) The reactants are C(O[C:4](=[O:38])[C:5]1[CH:10]=[C:9]([C:11]2[CH:12]=[C:13]3[C:19]([C:20]4[CH:25]=[CH:24][CH:23]=[CH:22][C:21]=4[O:26][CH3:27])=[CH:18][N:17](S(C4C=CC(C)=CC=4)(=O)=O)[C:14]3=[N:15][CH:16]=2)[CH:8]=[N:7][CH:6]=1)C.[CH:39]([NH2:42])([CH3:41])[CH3:40]. No catalyst specified. The product is [CH:39]([NH:42][C:4](=[O:38])[C:5]1[CH:10]=[C:9]([C:11]2[CH:12]=[C:13]3[C:19]([C:20]4[CH:25]=[CH:24][CH:23]=[CH:22][C:21]=4[O:26][CH3:27])=[CH:18][NH:17][C:14]3=[N:15][CH:16]=2)[CH:8]=[N:7][CH:6]=1)([CH3:41])[CH3:40]. The yield is 0.350. (4) The reactants are [C:1]([C:3]1[CH:10]=[CH:9][C:6]([C:7]#[N:8])=[CH:5][CH:4]=1)#[CH:2].[Cl:11][C:12]1[CH:17]=[CH:16][C:15](I)=[CH:14][CH:13]=1.N1CCC[C@H]1C(O)=O.O=C1O[C@H]([C@H](CO)O)C(O)=C1O.[N-:39]=[N+:40]=[N-:41].[Na+].[O-]S([O-])(=O)=O.[Na+].[Na+]. The catalyst is CS(C)=O.O.[O-]S([O-])(=O)=O.[Cu+2]. The product is [Cl:11][C:12]1[CH:17]=[CH:16][C:15]([N:39]2[CH:2]=[C:1]([C:3]3[CH:10]=[CH:9][C:6]([C:7]#[N:8])=[CH:5][CH:4]=3)[N:41]=[N:40]2)=[CH:14][CH:13]=1. The yield is 0.480.